From a dataset of Full USPTO retrosynthesis dataset with 1.9M reactions from patents (1976-2016). Predict the reactants needed to synthesize the given product. (1) Given the product [O:40]=[S:2]1(=[O:1])[CH2:7][CH2:6][N:5]([CH2:8][C:9]2[CH:10]=[CH:11][C:12]([NH:15][C:16]([C:17]3[CH:18]=[CH:19][C:20]([C:23]4[CH:24]=[CH:25][C:26]([C:29]5[NH:33][C:32]([C@@H:34]6[CH2:38][CH2:37][CH2:36][N:35]6[C:83](=[O:84])[C@@H:82]([NH:81][C:79](=[O:80])[O:78][C:74]([CH3:75])([CH3:77])[CH3:76])[C:86]6[CH:91]=[CH:90][CH:89]=[CH:88][CH:87]=6)=[N:31][CH:30]=5)=[CH:27][CH:28]=4)=[CH:21][CH:22]=3)=[O:39])=[CH:13][CH:14]=2)[CH2:4][CH2:3]1, predict the reactants needed to synthesize it. The reactants are: [O:1]=[S:2]1(=[O:40])[CH2:7][CH2:6][N:5]([CH2:8][C:9]2[CH:14]=[CH:13][C:12]([NH:15][C:16](=[O:39])[C:17]3[CH:22]=[CH:21][C:20]([C:23]4[CH:28]=[CH:27][C:26]([C:29]5[NH:33][C:32]([C@@H:34]6[CH2:38][CH2:37][CH2:36][NH:35]6)=[N:31][CH:30]=5)=[CH:25][CH:24]=4)=[CH:19][CH:18]=3)=[CH:11][CH:10]=2)[CH2:4][CH2:3]1.CN(C(ON1N=NC2C=CC=NC1=2)=[N+](C)C)C.F[P-](F)(F)(F)(F)F.CCN(C(C)C)C(C)C.[C:74]([O:78][C:79]([NH:81][C@@H:82]([C:86]1[CH:91]=[CH:90][CH:89]=[CH:88][CH:87]=1)[C:83](O)=[O:84])=[O:80])([CH3:77])([CH3:76])[CH3:75]. (2) The reactants are: [CH3:1][C:2]1[NH:6][N:5]=[C:4]([CH3:7])[CH:3]=1.C(N(CC)CC)C.Br[CH:16]([C:22]([O:24][CH2:25][CH3:26])=[O:23])[C:17]([O:19][CH2:20][CH3:21])=[O:18]. Given the product [CH3:7][C:4]1[CH:3]=[C:2]([CH3:1])[N:6]([CH:16]([C:17]([O:19][CH2:20][CH3:21])=[O:18])[C:22]([O:24][CH2:25][CH3:26])=[O:23])[N:5]=1, predict the reactants needed to synthesize it. (3) Given the product [F:1][C:2]1[CH:10]=[CH:9][C:5]([C:6]([N:20]2[CH2:21][CH2:22][C:23]3[C:28](=[CH:27][CH:26]=[CH:25][CH:24]=3)[CH2:19]2)=[O:8])=[CH:4][C:3]=1[C:11]#[C:12][C:13]1[CH:18]=[CH:17][CH:16]=[CH:15][N:14]=1, predict the reactants needed to synthesize it. The reactants are: [F:1][C:2]1[CH:10]=[CH:9][C:5]([C:6]([OH:8])=O)=[CH:4][C:3]=1[C:11]#[C:12][C:13]1[CH:18]=[CH:17][CH:16]=[CH:15][N:14]=1.[CH2:19]1[C:28]2[C:23](=[CH:24][CH:25]=[CH:26][CH:27]=2)[CH2:22][CH2:21][NH:20]1.C(N(CC)CC)C.C1CN([P+](ON2N=NC3C=CC=CC2=3)(N2CCCC2)N2CCCC2)CC1.F[P-](F)(F)(F)(F)F. (4) Given the product [N:8]1([CH2:7][C:6]2[CH:5]=[C:4]([NH2:1])[C:16]([NH2:17])=[CH:15][CH:14]=2)[CH2:9][CH2:10][CH2:11][CH2:12][CH2:13]1, predict the reactants needed to synthesize it. The reactants are: [N+:1]([C:4]1[CH:5]=[C:6]([CH:14]=[CH:15][C:16]=1[N+:17]([O-])=O)[CH2:7][N:8]1[CH2:13][CH2:12][CH2:11][CH2:10][CH2:9]1)([O-])=O. (5) Given the product [C:1]([O:5][C:6](=[O:31])[CH2:7][C@H:8]([CH2:9][C:10]([CH3:14])([CH3:15])[CH2:11][CH2:12][CH3:13])[C:16]([OH:17])=[O:33])([CH3:2])([CH3:3])[CH3:4], predict the reactants needed to synthesize it. The reactants are: [C:1]([O:5][C:6](=[O:31])[CH2:7][CH:8]([C:16](N1C(C)C(C2C=CC=CC=2)OC1=O)=[O:17])[CH2:9][C:10]([CH3:15])([CH3:14])[CH2:11][CH2:12][CH3:13])([CH3:4])([CH3:3])[CH3:2].[Li+].[OH-:33].OO.